This data is from Aqueous solubility values for 9,982 compounds from the AqSolDB database. The task is: Regression/Classification. Given a drug SMILES string, predict its absorption, distribution, metabolism, or excretion properties. Task type varies by dataset: regression for continuous measurements (e.g., permeability, clearance, half-life) or binary classification for categorical outcomes (e.g., BBB penetration, CYP inhibition). For this dataset (solubility_aqsoldb), we predict Y. (1) The molecule is O=C(NC(=O)c1c(F)cccc1F)Nc1ccc(Cl)c(Oc2ncc(C(F)(F)F)cc2Cl)c1. The Y is -7.40 log mol/L. (2) The drug is OC[C@H](O)[C@@H](O)C(O)[C@H](O)[C@H](O)CO. The Y is -0.517 log mol/L. (3) The Y is -3.01 log mol/L. The compound is O=[N+]([O-])c1ccc(Cl)cc1Cl.